Task: Predict the reaction yield, written as a fraction of the theoretical maximum amount of product (1.0 means a 100% yield; for example, 0.34 means a 34% yield).. Dataset: Reaction yield outcomes from USPTO patents with 853,638 reactions (1) The catalyst is N1C=CC=CC=1. The yield is 0.0700. The product is [OH:22][C:21]1[C:20]2[C:15](=[N:16][CH:17]=[CH:18][CH:19]=2)[N:14]([CH2:23][CH2:24][CH:25]([CH3:27])[CH3:26])[C:13](=[O:28])[C:12]=1[C:7]1[NH:6][C:5]2[CH:29]=[CH:30][C:2]([NH:1][S:34]([CH:31]([CH3:33])[CH3:32])(=[O:36])=[O:35])=[CH:3][C:4]=2[S:9](=[O:11])(=[O:10])[N:8]=1. The reactants are [NH2:1][C:2]1[CH:30]=[CH:29][C:5]2[NH:6][C:7]([C:12]3[C:13](=[O:28])[N:14]([CH2:23][CH2:24][CH:25]([CH3:27])[CH3:26])[C:15]4[C:20]([C:21]=3[OH:22])=[CH:19][CH:18]=[CH:17][N:16]=4)=[N:8][S:9](=[O:11])(=[O:10])[C:4]=2[CH:3]=1.[CH:31]([S:34](Cl)(=[O:36])=[O:35])([CH3:33])[CH3:32]. (2) The reactants are [Cl:1][CH:2]([Cl:11])[C:3](=O)[CH2:4][C:5](=O)[CH:6]([Cl:8])[Cl:7].O.[NH2:13][NH2:14]. The catalyst is C(O)C. The product is [Cl:1][CH:2]([Cl:11])[C:3]1[CH:4]=[C:5]([CH:6]([Cl:8])[Cl:7])[NH:14][N:13]=1. The yield is 0.810. (3) The reactants are [NH2:1][CH2:2][CH2:3][CH2:4][OH:5].CC([O-])(C)C.[K+].[C:12]([O:16][C:17]([N:19]1[CH2:24][CH2:23][CH:22]([C:25]2[C:34]3[C:29](=[CH:30][C:31](F)=[CH:32][CH:33]=3)[N:28]=[CH:27][N:26]=2)[CH2:21][CH2:20]1)=[O:18])([CH3:15])([CH3:14])[CH3:13].[CH3:36][S:37](Cl)(=[O:39])=[O:38].CCN(C(C)C)C(C)C. The catalyst is C(Cl)Cl.C(Cl)Cl.CC(C)=O.COCCOC. The product is [C:12]([O:16][C:17]([N:19]1[CH2:24][CH2:23][CH:22]([C:25]2[C:34]3[C:29](=[CH:30][C:31]([O:5][CH2:4][CH2:3][CH2:2][NH:1][S:37]([CH3:36])(=[O:39])=[O:38])=[CH:32][CH:33]=3)[N:28]=[CH:27][N:26]=2)[CH2:21][CH2:20]1)=[O:18])([CH3:15])([CH3:14])[CH3:13]. The yield is 0.790.